From a dataset of Peptide-MHC class I binding affinity with 185,985 pairs from IEDB/IMGT. Regression. Given a peptide amino acid sequence and an MHC pseudo amino acid sequence, predict their binding affinity value. This is MHC class I binding data. (1) The binding affinity (normalized) is 0.195. The MHC is HLA-B44:03 with pseudo-sequence HLA-B44:03. The peptide sequence is NEMVLLQMED. (2) The peptide sequence is GPRRAAWRI. The MHC is HLA-B15:01 with pseudo-sequence HLA-B15:01. The binding affinity (normalized) is 0.0847.